Dataset: Catalyst prediction with 721,799 reactions and 888 catalyst types from USPTO. Task: Predict which catalyst facilitates the given reaction. (1) Reactant: [CH2:1]([C:3]1[C:11]2[C:6](=[CH:7][C:8]([C:12]3[N:16]([C:17]4[CH:22]=[CH:21][C:20]([S:23]([CH3:26])(=[O:25])=[O:24])=[CH:19][CH:18]=4)[N:15]=[CH:14][CH:13]=3)=[CH:9][CH:10]=2)[NH:5][N:4]=1)[CH3:2].Br[C:28]1[N:33]=[CH:32][CH:31]=[CH:30][N:29]=1.CC1(C)C2C=CC=C(P(C3C=CC=CC=3)C3C=CC=CC=3)C=2OC2C1=CC=CC=2P(C1C=CC=CC=1)C1C=CC=CC=1.CC(C)([O-])C.[Na+]. Product: [CH2:1]([C:3]1[C:11]2[C:6](=[CH:7][C:8]([C:12]3[N:16]([C:17]4[CH:22]=[CH:21][C:20]([S:23]([CH3:26])(=[O:25])=[O:24])=[CH:19][CH:18]=4)[N:15]=[CH:14][CH:13]=3)=[CH:9][CH:10]=2)[N:5]([C:28]2[N:33]=[CH:32][CH:31]=[CH:30][N:29]=2)[N:4]=1)[CH3:2]. The catalyst class is: 187. (2) Product: [C:8]([Cl:7])(=[O:11])[CH3:9].[P:1]([Cl:6])([Cl:3])([Cl:2])=[O:10]. Reactant: [P:1]([Cl:6])(Cl)(Cl)([Cl:3])[Cl:2].[ClH:7].[C:8]([O:11]C(=O)C)(=[O:10])[CH3:9]. The catalyst class is: 81. (3) Reactant: CN(C)C=O.[CH2:6]([O:8][C:9]([C@H:11]1[CH2:15][CH2:14][C@@H:13]([C:16]2[CH:21]=[CH:20][C:19]([F:22])=[CH:18][CH:17]=2)[NH:12]1)=[O:10])[CH3:7].[C:23](O[C:23]([O:25][C:26]([CH3:29])([CH3:28])[CH3:27])=[O:24])([O:25][C:26]([CH3:29])([CH3:28])[CH3:27])=[O:24].N1C=CN=C1. Product: [CH3:7][CH2:6][O:8][C:9]([C@H:11]1[CH2:15][CH2:14][C@@H:13]([C:16]2[CH:17]=[CH:18][C:19]([F:22])=[CH:20][CH:21]=2)[N:12]1[C:23]([O:25][C:26]([CH3:29])([CH3:28])[CH3:27])=[O:24])=[O:10]. The catalyst class is: 66. (4) Reactant: Cl.[NH2:2][CH2:3][C:4]1[CH:5]=[CH:6][C:7]2[S:11][C:10]([C:12]([O:14]CC)=O)=[CH:9][C:8]=2[CH:17]=1.[C:18]1([CH2:24][C:25](Cl)=[O:26])[CH:23]=[CH:22][CH:21]=[CH:20][CH:19]=1.CCN(CC)CC.[Li+].[OH-].C(Cl)CCl.[CH:41]1[CH:42]=[CH:43][C:44]2[N:49](O)N=[N:47][C:45]=2[CH:46]=1.C1(N)C=CC=CC=1N. Product: [NH2:47][C:45]1[CH:46]=[CH:41][CH:42]=[CH:43][C:44]=1[NH:49][C:12]([C:10]1[S:11][C:7]2[CH:6]=[CH:5][C:4]([CH2:3][NH:2][C:25](=[O:26])[CH2:24][C:18]3[CH:23]=[CH:22][CH:21]=[CH:20][CH:19]=3)=[CH:17][C:8]=2[CH:9]=1)=[O:14]. The catalyst class is: 31. (5) Reactant: [OH:1][C:2]1[CH:7]=[CH:6][C:5]([CH2:8][CH2:9][C:10]([O:12][CH2:13][CH3:14])=[O:11])=[CH:4][CH:3]=1.[H-].[Na+].Br[CH2:18][CH2:19][CH2:20][C:21]1[CH:26]=[CH:25][CH:24]=[CH:23][CH:22]=1.O. Product: [C:21]1([CH2:20][CH2:19][CH2:18][O:1][C:2]2[CH:3]=[CH:4][C:5]([CH2:8][CH2:9][C:10]([O:12][CH2:13][CH3:14])=[O:11])=[CH:6][CH:7]=2)[CH:26]=[CH:25][CH:24]=[CH:23][CH:22]=1. The catalyst class is: 9.